This data is from Reaction yield outcomes from USPTO patents with 853,638 reactions. The task is: Predict the reaction yield, written as a fraction of the theoretical maximum amount of product (1.0 means a 100% yield; for example, 0.34 means a 34% yield). (1) The catalyst is O. The product is [CH3:17][O:16][C:13]1[CH:14]=[CH:15][C:10]([C:7]([CH3:8])([CH3:9])[CH2:6][CH2:5][C:4]([OH:19])=[O:3])=[CH:11][C:12]=1[CH3:18]. The yield is 0.970. The reactants are C([O:3][C:4](=[O:19])[CH2:5][CH2:6][C:7]([C:10]1[CH:15]=[CH:14][C:13]([O:16][CH3:17])=[C:12]([CH3:18])[CH:11]=1)([CH3:9])[CH3:8])C.C(O)C.[OH-].[K+]. (2) The reactants are Cl[CH2:2][C:3]1[N:7]=[C:6]([C:8]2[CH:13]=[CH:12][CH:11]=[C:10]([O:14][CH3:15])[CH:9]=2)[O:5][N:4]=1.C(=O)([O-])[O-].[K+].[K+].[CH3:22][N:23]1[C:27]([C:28]2[S:29][CH:30]=[CH:31][CH:32]=2)=[N:26][N:25]=[C:24]1[SH:33]. The catalyst is C(#N)C. The product is [CH3:15][O:14][C:10]1[CH:9]=[C:8]([C:6]2[O:5][N:4]=[C:3]([CH2:2][S:33][C:24]3[N:23]([CH3:22])[C:27]([C:28]4[S:29][CH:30]=[CH:31][CH:32]=4)=[N:26][N:25]=3)[N:7]=2)[CH:13]=[CH:12][CH:11]=1. The yield is 0.900. (3) The reactants are Cl[C:2]1[N:3]=[C:4]([O:11][C:12]2[C:19]([CH3:20])=[CH:18][C:15]([C:16]#[N:17])=[CH:14][C:13]=2[CH3:21])[C:5]2[CH:10]=[CH:9][S:8][C:6]=2[N:7]=1.C(O)(C(F)(F)F)=O.[NH2:29][C:30]1[CH:37]=[CH:36][C:33]([C:34]#[N:35])=[CH:32][CH:31]=1. The catalyst is C(OCC)(=O)C. The product is [C:34]([C:33]1[CH:36]=[CH:37][C:30]([NH:29][C:2]2[N:3]=[C:4]([O:11][C:12]3[C:19]([CH3:20])=[CH:18][C:15]([C:16]#[N:17])=[CH:14][C:13]=3[CH3:21])[C:5]3[CH:10]=[CH:9][S:8][C:6]=3[N:7]=2)=[CH:31][CH:32]=1)#[N:35]. The yield is 0.140. (4) The reactants are [O:1]1[CH:5]=[CH:4][CH:3]=[C:2]1[C:6]1[O:7][C:8]([CH3:27])=[C:9]([CH2:11][O:12][C:13]2[CH:18]=[CH:17][C:16]([CH2:19][C:20]([O:22]CC)=[O:21])=[CH:15][C:14]=2[O:25][CH3:26])[N:10]=1.Cl. The catalyst is [OH-].[K+]. The product is [O:1]1[CH:5]=[CH:4][CH:3]=[C:2]1[C:6]1[O:7][C:8]([CH3:27])=[C:9]([CH2:11][O:12][C:13]2[CH:18]=[CH:17][C:16]([CH2:19][C:20]([OH:22])=[O:21])=[CH:15][C:14]=2[O:25][CH3:26])[N:10]=1. The yield is 0.950. (5) The yield is 0.260. No catalyst specified. The reactants are Cl[C:2]1[C:7]([N+:8]([O-])=O)=[CH:6][CH:5]=[C:4]([CH3:11])[N:3]=1.[CH3:12][CH:13]1[CH2:17][CH2:16][NH:15][C:14]1=O. The product is [CH3:11][C:4]1[N:3]=[C:2]2[N:15]3[CH2:16][CH2:17][CH:13]([CH3:12])[C:14]3=[N:8][C:7]2=[CH:6][CH:5]=1.